This data is from Reaction yield outcomes from USPTO patents with 853,638 reactions. The task is: Predict the reaction yield, written as a fraction of the theoretical maximum amount of product (1.0 means a 100% yield; for example, 0.34 means a 34% yield). (1) The catalyst is C(Cl)Cl.C([O-])(=O)C.[Cu+2].C([O-])(=O)C. The product is [S:19]1[CH:23]=[CH:22][C:21]([N:8]2[C:16]3[C:11](=[CH:12][CH:13]=[CH:14][CH:15]=3)[C:10](=[O:17])[C:9]2=[O:18])=[CH:20]1. The reactants are C(N(CC)CC)C.[NH:8]1[C:16]2[C:11](=[CH:12][CH:13]=[CH:14][CH:15]=2)[C:10](=[O:17])[C:9]1=[O:18].[S:19]1[CH:23]=[CH:22][C:21](B(O)O)=[CH:20]1. The yield is 0.500. (2) The reactants are I[C:2]1[C:10]2[C:5](=[CH:6][CH:7]=[C:8]([NH:11][C:12](=[O:24])[CH:13]([N:19]3[CH2:23][CH2:22][CH2:21][CH2:20]3)[C:14]3[CH:18]=[CH:17][S:16][CH:15]=3)[CH:9]=2)[NH:4][N:3]=1.CC1(C)C(C)(C)OB([C:33]2[CH:38]=[CH:37][C:36]([N:39]3[CH2:44][CH2:43][C:42](=[O:45])[CH2:41][CH2:40]3)=[CH:35][CH:34]=2)O1.C([O-])([O-])=O.[Na+].[Na+]. The catalyst is C1(C)C=CC=CC=1.CCO.CCOC(C)=O.C1C=CC([P]([Pd]([P](C2C=CC=CC=2)(C2C=CC=CC=2)C2C=CC=CC=2)([P](C2C=CC=CC=2)(C2C=CC=CC=2)C2C=CC=CC=2)[P](C2C=CC=CC=2)(C2C=CC=CC=2)C2C=CC=CC=2)(C2C=CC=CC=2)C2C=CC=CC=2)=CC=1. The product is [O:45]=[C:42]1[CH2:43][CH2:44][N:39]([C:36]2[CH:37]=[CH:38][C:33]([C:2]3[C:10]4[C:5](=[CH:6][CH:7]=[C:8]([NH:11][C:12](=[O:24])[CH:13]([N:19]5[CH2:23][CH2:22][CH2:21][CH2:20]5)[C:14]5[CH:18]=[CH:17][S:16][CH:15]=5)[CH:9]=4)[NH:4][N:3]=3)=[CH:34][CH:35]=2)[CH2:40][CH2:41]1. The yield is 0.390. (3) The reactants are [C:1](Cl)(=[O:10])[C:2]1[CH:7]=[CH:6][C:5]([O:8][CH3:9])=[CH:4][CH:3]=1.[NH2:12][C:13]1[S:17][C:16]([NH:18][C:19]2[N:20]=[CH:21][C:22]3[C:27]([CH:28]=2)=[CH:26][CH:25]=[CH:24][CH:23]=3)=[N:15][C:14]=1[C:29]([NH2:31])=[O:30]. The catalyst is N1C=CC=CC=1. The product is [CH:21]1[C:22]2[C:27](=[CH:26][CH:25]=[CH:24][CH:23]=2)[CH:28]=[C:19]([NH:18][C:16]2[S:17][C:13]([NH:12][C:1](=[O:10])[C:2]3[CH:7]=[CH:6][C:5]([O:8][CH3:9])=[CH:4][CH:3]=3)=[C:14]([C:29]([NH2:31])=[O:30])[N:15]=2)[N:20]=1. The yield is 0.280. (4) The reactants are C[O:2][C:3]([C:5]1([CH3:25])[O:10][CH2:9][CH:8]([CH2:11][CH2:12][CH2:13][CH2:14][O:15][N:16]=[C:17]([C:19]2[CH:24]=[CH:23][CH:22]=[CH:21][CH:20]=2)[CH3:18])[CH2:7][O:6]1)=[O:4].O[Li].O. The catalyst is O1CCCC1.CO.O. The product is [CH3:25][C:5]1([C:3]([OH:4])=[O:2])[O:6][CH2:7][CH:8]([CH2:11][CH2:12][CH2:13][CH2:14][O:15][N:16]=[C:17]([C:19]2[CH:24]=[CH:23][CH:22]=[CH:21][CH:20]=2)[CH3:18])[CH2:9][O:10]1. The yield is 0.790. (5) The reactants are CON(C)[C:4]([C:6]1[CH:7]=[C:8]2[C:12](=[CH:13][CH:14]=1)[N:11]([S:15]([C:18]1[CH:23]=[CH:22][CH:21]=[CH:20][CH:19]=1)(=[O:17])=[O:16])[C:10]([C:24]1[C:29]([F:30])=[CH:28][CH:27]=[CH:26][C:25]=1[F:31])=[CH:9]2)=[O:5].[CH3:33][CH2:34][Mg+].[Br-]. The catalyst is C1COCC1. The product is [C:18]1([S:15]([N:11]2[C:12]3[C:8](=[CH:7][C:6]([C:4](=[O:5])[CH2:33][CH3:34])=[CH:14][CH:13]=3)[CH:9]=[C:10]2[C:24]2[C:29]([F:30])=[CH:28][CH:27]=[CH:26][C:25]=2[F:31])(=[O:17])=[O:16])[CH:19]=[CH:20][CH:21]=[CH:22][CH:23]=1. The yield is 0.830. (6) The reactants are [F:1][C:2]1[CH:7]=[CH:6][CH:5]=[CH:4][C:3]=1[C:8]1[NH:12][CH:11]=[C:10]([CH:13]=[O:14])[CH:9]=1.[Cl:15]N1C(=O)CCC1=O.O. The catalyst is CN(C)C=O. The product is [Cl:15][C:9]1[C:10]([CH:13]=[O:14])=[CH:11][NH:12][C:8]=1[C:3]1[CH:4]=[CH:5][CH:6]=[CH:7][C:2]=1[F:1]. The yield is 0.460. (7) The reactants are [C:1]1([CH2:7][N:8]2[C:18](=[O:19])[C:17]3[C:12](=[CH:13][CH:14]=[CH:15][CH:16]=3)[S:9]2(=[O:11])=[O:10])[CH:6]=[CH:5]C=CC=1.S1(C2C(=CC=CC=2)C(=O)N1)(=O)=O.[H-].[Na+].[CH2:34]([O:41][C:42]1[CH:53]=[CH:52][C:45]([O:46]CCCCBr)=[CH:44][CH:43]=1)[C:35]1[CH:40]=[CH:39][CH:38]=[CH:37][CH:36]=1. The catalyst is CN(C=O)C. The product is [CH2:34]([O:41][C:42]1[CH:43]=[CH:44][C:45]([O:46][CH2:5][CH2:6][CH2:1][CH2:7][N:8]2[C:18](=[O:19])[C:17]3[C:12](=[CH:13][CH:14]=[CH:15][CH:16]=3)[S:9]2(=[O:10])=[O:11])=[CH:52][CH:53]=1)[C:35]1[CH:36]=[CH:37][CH:38]=[CH:39][CH:40]=1. The yield is 0.660. (8) The yield is 0.150. The catalyst is CN(C)C=O. The reactants are [CH3:1][O:2][C:3]1[CH:11]=[C:10]2[C:6]([CH2:7][N:8]([C:13]3[CH:22]=[CH:21][C:16]4[NH:17][C:18](=O)[NH:19][C:15]=4[CH:14]=3)[C:9]2=[O:12])=[CH:5][CH:4]=1.[C:23](=[O:26])([O-])[O-].[K+].[K+].I[CH3:30]. The product is [CH3:1][O:2][C:3]1[CH:11]=[C:10]2[C:6]([CH2:7][N:8]([C:13]3[CH:22]=[CH:21][C:16]4[N:17]([CH3:30])[C:23](=[O:26])[N:19]([CH3:18])[C:15]=4[CH:14]=3)[C:9]2=[O:12])=[CH:5][CH:4]=1. (9) The reactants are [O:1]1[C:5]2([CH2:10][CH2:9][CH:8]([NH:11][C:12]3[NH:16][N:15]=[CH:14][CH:13]=3)[CH2:7][CH2:6]2)[O:4][CH2:3][CH2:2]1.N12CCCN=C1CCCCC2.[C:28]([C:30]1[CH:35]=[CH:34][CH:33]=[CH:32][C:31]=1[C:36]1[CH:41]=[CH:40][C:39]([CH2:42][CH:43]([C:49](=O)[CH2:50][CH2:51][CH3:52])[C:44](OCC)=[O:45])=[CH:38][CH:37]=1)#[N:29].C(OCC)(=O)C. The catalyst is C(N(CC)C1C=CC=CC=1)C.O. The product is [O:4]1[C:5]2([CH2:6][CH2:7][CH:8]([N:11]3[C:44](=[O:45])[C:43]([CH2:42][C:39]4[CH:40]=[CH:41][C:36]([C:31]5[C:30]([C:28]#[N:29])=[CH:35][CH:34]=[CH:33][CH:32]=5)=[CH:37][CH:38]=4)=[C:49]([CH2:50][CH2:51][CH3:52])[N:16]4[N:15]=[CH:14][CH:13]=[C:12]34)[CH2:9][CH2:10]2)[O:1][CH2:2][CH2:3]1. The yield is 0.730.